Dataset: Full USPTO retrosynthesis dataset with 1.9M reactions from patents (1976-2016). Task: Predict the reactants needed to synthesize the given product. (1) Given the product [CH3:6][N:7]1[C:16]2[C:11](=[CH:12][N:13]=[C:14]([CH3:17])[CH:15]=2)[CH:10]=[C:9]([C:18]2[CH:23]=[C:22]([NH:24][C:25]3[O:3][N:2]=[C:27]([C:28]4[S:29][CH:30]=[CH:31][N:32]=4)[CH:26]=3)[CH:21]=[CH:20][C:19]=2[CH3:36])[C:8]1=[O:37], predict the reactants needed to synthesize it. The reactants are: Cl.[NH2:2][OH:3].[OH-].[K+].[CH3:6][N:7]1[C:16]2[C:11](=[CH:12][N:13]=[C:14]([CH3:17])[CH:15]=2)[CH:10]=[C:9]([C:18]2[CH:23]=[C:22]([NH:24]/[C:25](/SC)=[CH:26]/[C:27](=O)[C:28]3[S:29][CH:30]=[CH:31][N:32]=3)[CH:21]=[CH:20][C:19]=2[CH3:36])[C:8]1=[O:37].CC[O-].[Na+]. (2) Given the product [CH2:9]([O:11][C:12](=[O:26])[C:13]1[CH:18]=[C:17]([C:19]([F:21])([F:20])[F:22])[C:16]([CH:23]=[O:24])=[C:15]([Cl:8])[C:14]=1[NH2:25])[CH3:10], predict the reactants needed to synthesize it. The reactants are: C1C(=O)N([Cl:8])C(=O)C1.[CH2:9]([O:11][C:12](=[O:26])[C:13]1[CH:18]=[C:17]([C:19]([F:22])([F:21])[F:20])[C:16]([CH:23]=[O:24])=[CH:15][C:14]=1[NH2:25])[CH3:10].O. (3) The reactants are: [CH:1]([O:4][C:5]1[N:10]=[C:9]([N:11]2[CH2:16][CH2:15][O:14][CH2:13][CH2:12]2)[N:8]=[C:7]([C:17]2[CH:23]=[CH:22][C:20]([NH2:21])=[CH:19][CH:18]=2)[N:6]=1)([CH3:3])[CH3:2].[C:24]([C:28]1[CH:33]=[CH:32][C:31]([N:34]=[C:35]=[O:36])=[CH:30][CH:29]=1)([O:26][CH3:27])=[O:25]. Given the product [CH:1]([O:4][C:5]1[N:10]=[C:9]([N:11]2[CH2:16][CH2:15][O:14][CH2:13][CH2:12]2)[N:8]=[C:7]([C:17]2[CH:23]=[CH:22][C:20]([NH:21][C:35]([NH:34][C:31]3[CH:32]=[CH:33][C:28]([C:24]([O:26][CH3:27])=[O:25])=[CH:29][CH:30]=3)=[O:36])=[CH:19][CH:18]=2)[N:6]=1)([CH3:3])[CH3:2], predict the reactants needed to synthesize it. (4) Given the product [Cl:24][C:22]1[S:21][C:20]2[CH:25]=[CH:26][C:17]([N:12]3[CH2:13][CH2:14][N:10]([C:5]4[CH:6]=[N:7][CH:8]=[CH:9][C:4]=4[CH:1]4[CH2:3][CH2:2]4)[C:11]3=[O:15])=[CH:18][C:19]=2[CH:23]=1, predict the reactants needed to synthesize it. The reactants are: [CH:1]1([C:4]2[CH:9]=[CH:8][N:7]=[CH:6][C:5]=2[N:10]2[CH2:14][CH2:13][NH:12][C:11]2=[O:15])[CH2:3][CH2:2]1.Br[C:17]1[CH:26]=[CH:25][C:20]2[S:21][C:22]([Cl:24])=[CH:23][C:19]=2[CH:18]=1.CN[C@@H]1CCCC[C@H]1NC.P([O-])([O-])([O-])=O.[K+].[K+].[K+]. (5) Given the product [F:20][C:21]1[CH:27]=[C:26]([F:28])[CH:25]=[CH:24][C:22]=1[NH:23][C:2]1[CH:3]=[CH:4][C:5]2[C:11](=[O:12])[C:10]3[CH:13]=[CH:14][CH:15]=[C:16]([O:17][CH3:18])[C:9]=3[CH2:8][CH2:7][C:6]=2[CH:19]=1, predict the reactants needed to synthesize it. The reactants are: Cl[C:2]1[CH:3]=[CH:4][C:5]2[C:11](=[O:12])[C:10]3[CH:13]=[CH:14][CH:15]=[C:16]([O:17][CH3:18])[C:9]=3[CH2:8][CH2:7][C:6]=2[CH:19]=1.[F:20][C:21]1[CH:27]=[C:26]([F:28])[CH:25]=[CH:24][C:22]=1[NH2:23].P.O(C(C)(C)C)[Na]. (6) Given the product [I:20][CH2:6][CH:7]1[CH2:12][CH2:11][N:10]([C@@H:13]([CH2:14][CH3:15])[C:16]([NH2:18])=[O:17])[C:9](=[O:19])[CH2:8]1, predict the reactants needed to synthesize it. The reactants are: CS(O[CH2:6][CH:7]1[CH2:12][CH2:11][N:10]([C@H:13]([C:16]([NH2:18])=[O:17])[CH2:14][CH3:15])[C:9](=[O:19])[CH2:8]1)(=O)=O.[I-:20].[Na+]. (7) Given the product [Br:1][C:2]1[CH:7]=[CH:6][C:5]([O:8][CH2:9][CH2:10][O:11][CH3:12])=[CH:4][C:3]=1[CH2:13][Br:14], predict the reactants needed to synthesize it. The reactants are: [Br:1][C:2]1[CH:7]=[CH:6][C:5]([O:8][CH2:9][CH2:10][O:11][CH3:12])=[CH:4][C:3]=1[CH3:13].[Br:14]N1C(=O)CCC1=O.C(OOC(=O)C1C=CC=CC=1)(=O)C1C=CC=CC=1. (8) Given the product [F:1][C:2]1[CH:3]=[CH:4][C:5]([S:8][CH2:9][CH2:10][CH2:11][C:12]([NH:15][C:16]2[CH:25]=[CH:24][CH:23]=[C:22]3[C:17]=2[CH:18]=[CH:19][N:20]=[CH:21]3)=[O:14])=[CH:6][CH:7]=1, predict the reactants needed to synthesize it. The reactants are: [F:1][C:2]1[CH:7]=[CH:6][C:5]([S:8][CH2:9][CH2:10][CH2:11][C:12]([OH:14])=O)=[CH:4][CH:3]=1.[NH2:15][C:16]1[CH:25]=[CH:24][CH:23]=[C:22]2[C:17]=1[CH:18]=[CH:19][N:20]=[CH:21]2. (9) Given the product [CH3:1][O:2][C:3](=[O:18])[C:4]1[CH:9]=[CH:8][C:7]([NH:10][CH2:11][CH:12]([CH3:13])[CH3:14])=[C:6]([NH2:15])[CH:5]=1, predict the reactants needed to synthesize it. The reactants are: [CH3:1][O:2][C:3](=[O:18])[C:4]1[CH:9]=[CH:8][C:7]([NH:10][CH2:11][CH:12]([CH3:14])[CH3:13])=[C:6]([N+:15]([O-])=O)[CH:5]=1.